From a dataset of Full USPTO retrosynthesis dataset with 1.9M reactions from patents (1976-2016). Predict the reactants needed to synthesize the given product. (1) Given the product [Cl:1][C:2]1[CH:3]=[CH:4][C:5]([F:25])=[C:6]([CH:24]=1)[O:7][CH2:8][CH2:9][CH2:10][CH2:11][CH:12]([N:19]1[CH:23]=[N:22][CH:21]=[N:20]1)[CH:13]([OH:18])[C:14]([CH3:17])([CH3:15])[CH3:16], predict the reactants needed to synthesize it. The reactants are: [Cl:1][C:2]1[CH:3]=[CH:4][C:5]([F:25])=[C:6]([CH:24]=1)[O:7][CH2:8][CH2:9][CH2:10][CH2:11][CH:12]([N:19]1[CH:23]=[N:22][CH:21]=[N:20]1)[C:13](=[O:18])[C:14]([CH3:17])([CH3:16])[CH3:15].[BH4-].[Na+].[NH4+].[Cl-]. (2) Given the product [CH:2]([C:3]1[C:4]2[N:5]([N:11]=[C:12]([C:14]#[N:15])[CH:13]=2)[C:6]([O:9][CH3:10])=[CH:7][CH:8]=1)=[O:1], predict the reactants needed to synthesize it. The reactants are: [OH:1][CH2:2][C:3]1[C:4]2[N:5]([N:11]=[C:12]([C:14]#[N:15])[CH:13]=2)[C:6]([O:9][CH3:10])=[CH:7][CH:8]=1. (3) Given the product [CH3:1][CH:2]1[CH2:6][CH2:5][CH2:4][CH:3]1[C:7](=[O:9])[CH3:10], predict the reactants needed to synthesize it. The reactants are: [CH3:1][CH:2]1[CH2:6][CH2:5][CH2:4][CH:3]1[C:7]([OH:9])=O.[CH3:10][Li].Cl. (4) Given the product [CH2:31]([O:32][CH2:33][CH2:34][O:35][CH2:36][CH2:37][N:8]1[CH2:9][CH2:10][CH:11]([N:14]2[C:22]3[C:17](=[CH:18][CH:19]=[CH:20][CH:21]=3)[CH:16]=[N:15]2)[CH2:12][CH2:13]1)[CH3:30], predict the reactants needed to synthesize it. The reactants are: OC(C(F)(F)F)=O.[NH:8]1[CH2:13][CH2:12][CH:11]([N:14]2[C:22]3[C:17](=[CH:18][CH:19]=[CH:20][CH:21]=3)[CH:16]=[N:15]2)[CH2:10][CH2:9]1.C([O-])([O-])=O.[K+].[K+].Br[CH2:30][CH2:31][O:32][CH2:33][CH2:34][O:35][CH2:36][CH3:37]. (5) Given the product [F:12][C:4]1[CH:5]=[CH:6][C:7]([N+:9]([O-:11])=[O:10])=[CH:8][C:3]=1[CH:1]=[CH2:2], predict the reactants needed to synthesize it. The reactants are: [C:1]([C:3]1[CH:8]=[C:7]([N+:9]([O-:11])=[O:10])[CH:6]=[CH:5][C:4]=1[F:12])#[CH:2]. (6) Given the product [CH2:1]([CH:3]1[CH2:4][N:5]([C:10]2[CH:11]=[CH:12][C:13]3[O:14][CH2:15][C:16](=[O:20])[NH:17][C:18]=3[N:19]=2)[CH2:6][CH2:7][O:8]1)[CH3:2], predict the reactants needed to synthesize it. The reactants are: [CH2:1]([CH:3]1[O:8][CH2:7][CH2:6][NH:5][CH2:4]1)[CH3:2].Br[C:10]1[CH:11]=[CH:12][C:13]2[O:14][CH2:15][C:16](=[O:20])[NH:17][C:18]=2[N:19]=1. (7) The reactants are: [CH2:1]([C:4]1[CH:9]=[CH:8][CH:7]=[CH:6][CH:5]=1)[CH:2]=[CH2:3].[CH:10]([O:12][C:13]1[CH:18]=[CH:17][C:16]([O:19]C)=[CH:15][CH:14]=1)=C. Given the product [CH3:10][O:12][C:13]1[CH:18]=[CH:17][C:16]([O:19]/[CH:3]=[CH:2]\[CH2:1][C:4]2[CH:9]=[CH:8][CH:7]=[CH:6][CH:5]=2)=[CH:15][CH:14]=1, predict the reactants needed to synthesize it. (8) Given the product [Cl:1][C:2]1[CH:3]=[N:4][N:5]([CH3:11])[C:6](=[O:8])[CH:7]=1, predict the reactants needed to synthesize it. The reactants are: [Cl:1][C:2]1[CH:3]=[N:4][NH:5][C:6](=[O:8])[CH:7]=1.IC.[C:11](=O)([O-])[O-].[K+].[K+]. (9) The reactants are: [CH3:1][C:2]1[CH:24]=[CH:23][C:22]([CH3:25])=[CH:21][C:3]=1[CH2:4][O:5][C:6]1[CH:11]=[CH:10][C:9]([C:12](=[O:20])[CH2:13][CH2:14][C:15]([O:17]CC)=[O:16])=[CH:8][CH:7]=1.[OH-].[Na+].Cl. Given the product [CH3:1][C:2]1[CH:24]=[CH:23][C:22]([CH3:25])=[CH:21][C:3]=1[CH2:4][O:5][C:6]1[CH:7]=[CH:8][C:9]([C:12](=[O:20])[CH2:13][CH2:14][C:15]([OH:17])=[O:16])=[CH:10][CH:11]=1, predict the reactants needed to synthesize it.